From a dataset of Full USPTO retrosynthesis dataset with 1.9M reactions from patents (1976-2016). Predict the reactants needed to synthesize the given product. (1) Given the product [Cl:3][CH2:6][C:7]1[N:12]=[C:11]([C:13]([O:15][CH3:16])=[O:14])[CH:10]=[CH:9][CH:8]=1, predict the reactants needed to synthesize it. The reactants are: S(Cl)([Cl:3])=O.O[CH2:6][C:7]1[N:12]=[C:11]([C:13]([O:15][CH3:16])=[O:14])[CH:10]=[CH:9][CH:8]=1. (2) Given the product [Br:9]/[CH:8]=[C:2](\[CH3:10])/[C:3]([O:5][CH2:6][CH3:7])=[O:4], predict the reactants needed to synthesize it. The reactants are: Br[C:2]([CH3:10])([CH2:8][Br:9])[C:3]([O:5][CH2:6][CH3:7])=[O:4].C1CCN2C(=NCCC2)CC1.Cl.